This data is from Forward reaction prediction with 1.9M reactions from USPTO patents (1976-2016). The task is: Predict the product of the given reaction. (1) Given the reactants [CH2:1]([S:3]([NH:6][C:7]1[CH:12]=[CH:11][CH:10]=[CH:9][C:8]=1[CH:13]1[CH2:22][C:21]([CH3:24])([CH3:23])[C:20]2[C:15](=[CH:16][CH:17]=[C:18]([C:25]([O:27]CC)=[O:26])[CH:19]=2)[NH:14]1)(=[O:5])=[O:4])[CH3:2].O.[OH-].[Li+].[OH-].[Na+], predict the reaction product. The product is: [CH2:1]([S:3]([NH:6][C:7]1[CH:12]=[CH:11][CH:10]=[CH:9][C:8]=1[CH:13]1[CH2:22][C:21]([CH3:24])([CH3:23])[C:20]2[C:15](=[CH:16][CH:17]=[C:18]([C:25]([OH:27])=[O:26])[CH:19]=2)[NH:14]1)(=[O:5])=[O:4])[CH3:2]. (2) Given the reactants II.C(Br)C.Br[C:7]1[CH:24]=[CH:23][C:10]([O:11][CH2:12][CH2:13][N:14]([CH3:22])[C:15](=[O:21])[O:16][C:17]([CH3:20])([CH3:19])[CH3:18])=[CH:9][CH:8]=1.[OH:25][C:26]1[CH:27]=[CH:28][C:29]([C:32](N(OC)C)=[O:33])=[N:30][CH:31]=1, predict the reaction product. The product is: [OH:25][C:26]1[CH:27]=[CH:28][C:29]([C:32]([C:7]2[CH:24]=[CH:23][C:10]([O:11][CH2:12][CH2:13][N:14]([CH3:22])[C:15](=[O:21])[O:16][C:17]([CH3:20])([CH3:19])[CH3:18])=[CH:9][CH:8]=2)=[O:33])=[N:30][CH:31]=1.